From a dataset of Forward reaction prediction with 1.9M reactions from USPTO patents (1976-2016). Predict the product of the given reaction. (1) Given the reactants I[C:2]1[S:6][C:5]([O:7][C:8]2[CH:13]=[CH:12][C:11]([O:14][C:15]3[CH:20]=[CH:19][CH:18]=[CH:17][CH:16]=3)=[CH:10][CH:9]=2)=[N:4][CH:3]=1.[C:21]([Si:25]([CH3:32])([CH3:31])[O:26][CH:27]([CH3:30])[C:28]#[CH:29])([CH3:24])([CH3:23])[CH3:22].C(N(CC)CC)C, predict the reaction product. The product is: [C:21]([Si:25]([CH3:31])([CH3:32])[O:26][CH:27]([CH3:30])[CH2:28][CH:29]=[C:2]1[S:6][CH:5]([O:7][C:8]2[CH:13]=[CH:12][C:11]([O:14][C:15]3[CH:20]=[CH:19][CH:18]=[CH:17][CH:16]=3)=[CH:10][CH:9]=2)[N:4]=[CH:3]1)([CH3:24])([CH3:23])[CH3:22]. (2) Given the reactants [C:1]([O:4][C@@H:5]1[C@@H:10]([O:11][C:12](=[O:14])[CH3:13])[C@H:9]([O:15][C:16](=[O:18])[CH3:17])[C@@H:8]([CH2:19][O:20][C:21](=[O:23])[CH3:22])[O:7][C@H:6]1[C:24]1[CH:29]=[CH:28][C:27]([Cl:30])=[C:26]([CH2:31][C:32]2[S:33][C:34](Br)=[CH:35][CH:36]=2)[CH:25]=1)(=[O:3])[CH3:2].[C:38]([C:40]1[CH:45]=[CH:44][C:43](B(O)O)=[CH:42][CH:41]=1)#[N:39], predict the reaction product. The product is: [C:1]([O:4][C@@H:5]1[C@@H:10]([O:11][C:12](=[O:14])[CH3:13])[C@H:9]([O:15][C:16](=[O:18])[CH3:17])[C@@H:8]([CH2:19][O:20][C:21](=[O:23])[CH3:22])[O:7][C@H:6]1[C:24]1[CH:29]=[CH:28][C:27]([Cl:30])=[C:26]([CH2:31][C:32]2[S:33][C:34]([C:43]3[CH:44]=[CH:45][C:40]([C:38]#[N:39])=[CH:41][CH:42]=3)=[CH:35][CH:36]=2)[CH:25]=1)(=[O:3])[CH3:2]. (3) Given the reactants [C:1]([C:5]1[N:9]([CH2:10][CH:11]2[CH2:16][CH2:15][C:14]([F:18])([F:17])[CH2:13][CH2:12]2)[C:8]2[CH:19]=[CH:20][C:21]([S:23]([N:26]3[CH2:29][CH:28]([OH:30])[CH2:27]3)(=[O:25])=[O:24])=[CH:22][C:7]=2[N:6]=1)([CH3:4])([CH3:3])[CH3:2].C(N(CC)CC)C.[CH2:38]([N:40]=[C:41]=[O:42])[CH3:39], predict the reaction product. The product is: [CH2:38]([NH:40][C:41](=[O:42])[O:30][CH:28]1[CH2:27][N:26]([S:23]([C:21]2[CH:20]=[CH:19][C:8]3[N:9]([CH2:10][CH:11]4[CH2:16][CH2:15][C:14]([F:17])([F:18])[CH2:13][CH2:12]4)[C:5]([C:1]([CH3:4])([CH3:2])[CH3:3])=[N:6][C:7]=3[CH:22]=2)(=[O:25])=[O:24])[CH2:29]1)[CH3:39]. (4) Given the reactants [OH:1][C:2]([C:15]([F:18])([F:17])[F:16])([CH2:5][C:6]([CH3:14])([C:8]1[CH:13]=[CH:12][CH:11]=[CH:10][CH:9]=1)[CH3:7])[CH:3]=O.[NH2:19][C:20]1[CH:29]=[CH:28][CH:27]=[C:26]2[C:21]=1[CH:22]=[CH:23][C:24](=[O:30])[NH:25]2, predict the reaction product. The product is: [OH:1][C:2]([C:15]([F:16])([F:17])[F:18])([CH2:5][C:6]([CH3:7])([C:8]1[CH:9]=[CH:10][CH:11]=[CH:12][CH:13]=1)[CH3:14])[CH:3]=[N:19][C:20]1[CH:29]=[CH:28][CH:27]=[C:26]2[C:21]=1[CH:22]=[CH:23][C:24](=[O:30])[NH:25]2. (5) The product is: [F:41][C:42]([F:56])([F:55])[C:43]1[CH:44]=[C:45]([CH:48]=[C:49]([C:51]([F:54])([F:53])[F:52])[CH:50]=1)[CH2:46][N:28]([CH3:29])[C:27](=[O:30])[C:17]1[C:18]([C:20]2[CH:25]=[CH:24][CH:23]=[CH:22][C:21]=2[CH3:26])=[CH:19][C:14]([N:11]2[CH2:12][CH2:13][N:8]([C:6](=[O:7])[CH2:31][OH:57])[CH2:9][CH2:10]2)=[N:15][CH:16]=1. Given the reactants C(O[C:6]([N:8]1[CH2:13][CH2:12][N:11]([C:14]2[CH:19]=[C:18]([C:20]3[CH:25]=[CH:24][CH:23]=[CH:22][C:21]=3[CH3:26])[C:17]([C:27](=[O:30])[NH:28][CH3:29])=[CH:16][N:15]=2)[CH2:10][CH2:9]1)=[O:7])(C)(C)C.[CH3:31][Si](C)(C)[N-][Si](C)(C)C.[K+].[F:41][C:42]([F:56])([F:55])[C:43]1[CH:44]=[C:45]([CH:48]=[C:49]([C:51]([F:54])([F:53])[F:52])[CH:50]=1)[CH2:46]Br.[OH-:57].[Na+], predict the reaction product. (6) The product is: [F:3][C:4]1[CH:12]=[CH:11][C:10]2[N:9]([S:24]([C:18]3[CH:23]=[CH:22][CH:21]=[CH:20][CH:19]=3)(=[O:26])=[O:25])[C:8]3[CH2:13][CH2:14][NH:15][C:16](=[O:17])[C:7]=3[C:6]=2[CH:5]=1. Given the reactants [H-].[Na+].[F:3][C:4]1[CH:12]=[CH:11][C:10]2[NH:9][C:8]3[CH2:13][CH2:14][NH:15][C:16](=[O:17])[C:7]=3[C:6]=2[CH:5]=1.[C:18]1([S:24](Cl)(=[O:26])=[O:25])[CH:23]=[CH:22][CH:21]=[CH:20][CH:19]=1.CO, predict the reaction product.